Dataset: Reaction yield outcomes from USPTO patents with 853,638 reactions. Task: Predict the reaction yield, written as a fraction of the theoretical maximum amount of product (1.0 means a 100% yield; for example, 0.34 means a 34% yield). (1) The reactants are [CH:1]12[CH:8]([N:9]([CH2:18][C:19]3[C:24]([CH3:25])=[CH:23][CH:22]=[CH:21][N:20]=3)[CH2:10][C:11]3[C:16]([CH3:17])=[CH:15][CH:14]=[CH:13][N:12]=3)[CH:5]([CH2:6][CH2:7]1)[CH2:4][NH:3][CH2:2]2.C1([O:32][C:33]([NH:35][OH:36])=O)C=CC=CC=1.O. The catalyst is C1COCC1. The product is [OH:36][NH:35][C:33]([N:3]1[CH2:4][CH:5]2[CH:8]([N:9]([CH2:10][C:11]3[C:16]([CH3:17])=[CH:15][CH:14]=[CH:13][N:12]=3)[CH2:18][C:19]3[C:24]([CH3:25])=[CH:23][CH:22]=[CH:21][N:20]=3)[CH:1]([CH2:7][CH2:6]2)[CH2:2]1)=[O:32]. The yield is 0.750. (2) The catalyst is C(OCC)(=O)C. The yield is 0.430. The product is [Cl:1][C:2]1[CH:7]=[C:6]([N:23]2[CH:27]=[CH:26][CH:25]=[N:24]2)[CH:5]=[C:4]([Cl:9])[N:3]=1. The reactants are [Cl:1][C:2]1[CH:7]=[C:6](Cl)[CH:5]=[C:4]([Cl:9])[N:3]=1.C(=O)([O-])[O-].[Cs+].[Cs+].CN1CCCC1=O.[NH:23]1[CH:27]=[CH:26][CH:25]=[N:24]1. (3) The reactants are [N:1]([CH2:4][CH:5]1[O:9][C:8]2[C:10]3[CH:11]4[CH2:21][CH2:20][CH:14]([C:15]=3[C:16]([O:18][CH3:19])=[CH:17][C:7]=2[CH2:6]1)[CH2:13][CH2:12]4)=[N+]=[N-]. The catalyst is [Pd]. The product is [CH3:19][O:18][C:16]1[C:15]2[CH:14]3[CH2:20][CH2:21][CH:11]([CH2:12][CH2:13]3)[C:10]=2[C:8]2[O:9][CH:5]([CH2:4][NH2:1])[CH2:6][C:7]=2[CH:17]=1. The yield is 0.740. (4) The reactants are C(NC(C)C)(C)C.[CH2:8]([Li])[CH2:9][CH2:10][CH3:11].[Si](C=[N+]=[N-])(C)(C)C.[F:20][C:21]1[C:22]([CH2:31][CH2:32][CH3:33])=C(C=[CH:27][C:28]=1[O:29][CH3:30])C=O. The catalyst is O1CCCC1. The product is [C:10]([C:9]1[CH:8]=[CH:27][C:28]([O:29][CH3:30])=[C:21]([F:20])[C:22]=1[CH2:31][CH2:32][CH3:33])#[CH:11]. The yield is 0.312.